Task: Regression. Given a peptide amino acid sequence and an MHC pseudo amino acid sequence, predict their binding affinity value. This is MHC class I binding data.. Dataset: Peptide-MHC class I binding affinity with 185,985 pairs from IEDB/IMGT The peptide sequence is RGYVFQGL. The MHC is HLA-B40:02 with pseudo-sequence HLA-B40:02. The binding affinity (normalized) is 0.444.